This data is from Catalyst prediction with 721,799 reactions and 888 catalyst types from USPTO. The task is: Predict which catalyst facilitates the given reaction. Reactant: N1C=CN=C1.[OH:6][CH2:7][C@@H:8]1[NH:12][C:11](=[O:13])[CH2:10][CH2:9]1.[Si:14](Cl)([C:17]([CH3:20])([CH3:19])[CH3:18])([CH3:16])[CH3:15]. Product: [Si:14]([O:6][CH2:7][C@@H:8]1[NH:12][C:11](=[O:13])[CH2:10][CH2:9]1)([C:17]([CH3:20])([CH3:19])[CH3:18])([CH3:16])[CH3:15]. The catalyst class is: 2.